Dataset: Forward reaction prediction with 1.9M reactions from USPTO patents (1976-2016). Task: Predict the product of the given reaction. (1) Given the reactants [CH3:1][O:2][C:3]1[C:4]([NH:14][C:15](=[O:19])OCC)=[N:5][C:6]2[C:11]([N:12]=1)=[CH:10][C:9]([CH3:13])=[CH:8][CH:7]=2.[CH3:20][O:21][C:22]1[CH:23]=[C:24]([N:28]2[CH2:33][CH2:32][NH:31][CH2:30][CH2:29]2)[CH:25]=[CH:26][CH:27]=1, predict the reaction product. The product is: [CH3:1][O:2][C:3]1[C:4]([NH:14][C:15]([N:31]2[CH2:30][CH2:29][N:28]([C:24]3[CH:25]=[CH:26][CH:27]=[C:22]([O:21][CH3:20])[CH:23]=3)[CH2:33][CH2:32]2)=[O:19])=[N:5][C:6]2[C:11]([N:12]=1)=[CH:10][C:9]([CH3:13])=[CH:8][CH:7]=2. (2) The product is: [Cl:1][C:2]1[CH:7]=[CH:6][C:69]([C@@H:70]([OH:73])[CH2:71][OH:32])=[CH:4][C:3]=1[F:10]. Given the reactants [Cl:1][C:2]1[CH:7]=[CH:6]C(C=C)=[CH:4][C:3]=1[F:10].CC[C@@H]1[C@@H]2C[C@H]([C@@H](OC3C4C(=CC=CC=4)C(O[C@@H](C4C=CN=C5C=4C=C(OC)C=C5)[C@@H]4N5C[C@H](CC)[C@@H](CC5)C4)=NN=3)C3C=CN=C4C=3C=C([O:32]C)C=C4)N(CC2)C1.[CH3:69][C:70]([OH:73])(C)[CH3:71].O, predict the reaction product. (3) Given the reactants [Cl:1][C:2]1[CH:7]=[CH:6][C:5]([CH:8]([C:13](=O)[CH3:14])[C:9](OC)=[O:10])=[CH:4][CH:3]=1.[CH3:16][NH:17][NH2:18], predict the reaction product. The product is: [Cl:1][C:2]1[CH:7]=[CH:6][C:5]([CH:8]2[C:9](=[O:10])[N:17]([CH3:16])[N:18]=[C:13]2[CH3:14])=[CH:4][CH:3]=1. (4) Given the reactants C1O[C:5]([OH:9])([CH2:7][OH:8])[CH2:4][O:3][C:2]1([OH:12])[CH2:10]O.[C:13]([OH:32])(=O)[CH2:14][CH2:15][CH2:16][CH2:17][CH2:18][CH2:19][CH2:20]/[CH:21]=[CH:22]\[CH2:23][CH2:24][CH2:25][CH2:26][CH2:27][CH2:28][CH2:29][CH3:30].Cl.C(N=C=N[CH2:39][CH2:40][CH2:41]N(C)C)C.C(O[CH2:49][CH3:50])(=O)C, predict the reaction product. The product is: [C:13]([O:8][CH2:7][CH:5]([CH2:4][O:3][C:2](=[O:12])[CH2:10][CH2:23][CH2:22][CH2:21][CH2:20][CH2:19][CH2:18]/[CH:17]=[CH:16]\[CH2:15][CH2:14][CH2:13][CH2:49][CH2:50][CH2:41][CH2:40][CH3:39])[OH:9])(=[O:32])[CH2:14][CH2:15][CH2:16][CH2:17][CH2:18][CH2:19][CH2:20]/[CH:21]=[CH:22]\[CH2:23][CH2:24][CH2:25][CH2:26][CH2:27][CH2:28][CH2:29][CH3:30]. (5) The product is: [Cl:1][C:2]1[CH:3]=[CH:4][C:5]([C:6]2[C:8]3[CH:13]=[CH:12][CH:11]=[CH:10][C:9]=3[C:14]3[C:15]([CH3:35])=[N:16][O:17][C:18]=3[C@H:19]([CH2:20][C:21]([O:23][C:24]([CH3:27])([CH3:25])[CH3:26])=[O:22])[N:28]=2)=[CH:36][CH:37]=1. Given the reactants [Cl:1][C:2]1[CH:37]=[CH:36][C:5]([C:6]([C:8]2[CH:13]=[CH:12][CH:11]=[CH:10][C:9]=2[C:14]2[C:15]([CH3:35])=[N:16][O:17][C:18]=2[C@@H:19]([NH:28][S@@](C(C)(C)C)=O)[CH2:20][C:21]([O:23][C:24]([CH3:27])([CH3:26])[CH3:25])=[O:22])=O)=[CH:4][CH:3]=1.CCO.C(Cl)(=O)C, predict the reaction product. (6) Given the reactants Cl[C:2]1[N:3]=[CH:4][C:5]([C:8]([O:10][CH3:11])=[O:9])=[N:6][CH:7]=1.[C:12](=O)([O-])[O-].[K+].[K+].[CH3:18][CH2:19][OH:20], predict the reaction product. The product is: [CH2:19]([O:20][C:2]1[N:3]=[CH:4][C:5]([C:8]([O:10][CH2:11][CH3:12])=[O:9])=[N:6][CH:7]=1)[CH3:18]. (7) The product is: [C:1]([O:4][CH2:5][C:6]1[C:14]([CH2:15][C@@H:16]([CH2:22][C:23]([O:25][CH2:26][CH3:27])=[O:24])[C:17]([O:19][CH2:20][CH3:21])=[O:18])=[CH:13][C:12]([Br:28])=[C:11]2[C:7]=1[C:8]([Cl:29])=[N:9][NH:10]2)(=[O:3])[CH3:2]. Given the reactants [C:1]([O:4][CH2:5][C:6]1[C:14]([CH2:15][C@@H:16]([CH2:22][C:23]([O:25][CH2:26][CH3:27])=[O:24])[C:17]([O:19][CH2:20][CH3:21])=[O:18])=[CH:13][C:12]([Br:28])=[C:11]2[C:7]=1[CH:8]=[N:9][NH:10]2)(=[O:3])[CH3:2].[Cl:29]N1C(=O)CCC1=O, predict the reaction product. (8) Given the reactants Br.[NH2:2][C:3]1[CH:8]=[CH:7][CH:6]=[C:5]([CH3:9])[C:4]=1[OH:10].C(N(CC)CC)C.[Cl:18][CH2:19][C:20](Cl)=[O:21].O, predict the reaction product. The product is: [Cl:18][CH2:19][C:20]([NH:2][C:3]1[CH:8]=[CH:7][CH:6]=[C:5]([CH3:9])[C:4]=1[OH:10])=[O:21]. (9) Given the reactants [N:1]1[C:10]2[CH:9]=[CH:8][CH:7]=[C:6]([OH:11])[C:5]=2[N:4]=[CH:3][CH:2]=1.[C:12]([O-])([O-])=O.[K+].[K+].IC, predict the reaction product. The product is: [CH3:12][O:11][C:6]1[CH:7]=[CH:8][CH:9]=[C:10]2[C:5]=1[N:4]=[CH:3][CH:2]=[N:1]2. (10) Given the reactants [OH:1][C:2]1[CH:11]=[C:10]2[C:5]([C:6]([CH3:19])=[C:7]([C:13]3[CH:18]=[CH:17][CH:16]=[CH:15][CH:14]=3)[C:8](=[O:12])[O:9]2)=[CH:4][CH:3]=1.[I-].C[N+]1C=CN([C:27]([N:29]2[CH2:34][CH2:33][O:32][CH2:31][CH2:30]2)=[O:28])C=1, predict the reaction product. The product is: [CH3:19][C:6]1[C:5]2[C:10](=[CH:11][C:2]([O:1][C:27]([N:29]3[CH2:34][CH2:33][O:32][CH2:31][CH2:30]3)=[O:28])=[CH:3][CH:4]=2)[O:9][C:8](=[O:12])[C:7]=1[C:13]1[CH:14]=[CH:15][CH:16]=[CH:17][CH:18]=1.